The task is: Predict which catalyst facilitates the given reaction.. This data is from Catalyst prediction with 721,799 reactions and 888 catalyst types from USPTO. Product: [C:29]1([CH:28]([C:35]2[CH:36]=[CH:37][CH:38]=[CH:39][CH:40]=2)[CH2:27][N:15]([CH2:16][C:17]2[CH:22]=[C:21]([O:23][CH3:24])[CH:20]=[C:19]([O:25][CH3:26])[CH:18]=2)[CH2:14][CH2:13][CH2:12][O:11][C:7]2[CH:6]=[C:5]([CH2:4][C:3]([OH:41])=[O:2])[CH:10]=[CH:9][CH:8]=2)[CH:34]=[CH:33][CH:32]=[CH:31][CH:30]=1. Reactant: C[O:2][C:3](=[O:41])[CH2:4][C:5]1[CH:10]=[CH:9][CH:8]=[C:7]([O:11][CH2:12][CH2:13][CH2:14][N:15]([CH2:27][CH:28]([C:35]2[CH:40]=[CH:39][CH:38]=[CH:37][CH:36]=2)[C:29]2[CH:34]=[CH:33][CH:32]=[CH:31][CH:30]=2)[CH2:16][C:17]2[CH:22]=[C:21]([O:23][CH3:24])[CH:20]=[C:19]([O:25][CH3:26])[CH:18]=2)[CH:6]=1.[OH-].[Na+]. The catalyst class is: 5.